This data is from Acute oral toxicity (LD50) regression data from Zhu et al.. The task is: Regression/Classification. Given a drug SMILES string, predict its toxicity properties. Task type varies by dataset: regression for continuous values (e.g., LD50, hERG inhibition percentage) or binary classification for toxic/non-toxic outcomes (e.g., AMES mutagenicity, cardiotoxicity, hepatotoxicity). Dataset: ld50_zhu. (1) The compound is CCCNC(=O)NS(=O)(=O)c1ccc(Cl)cc1. The rat oral LD50 is 2.11, given as -log10 of the dose in mol/kg body weight (higher means more acutely toxic). (2) The molecule is CN1C(=O)CCS(=O)(=O)C1c1ccc(Cl)c(Cl)c1. The rat oral LD50 is 2.47, given as -log10 of the dose in mol/kg body weight (higher means more acutely toxic).